Dataset: NCI-60 drug combinations with 297,098 pairs across 59 cell lines. Task: Regression. Given two drug SMILES strings and cell line genomic features, predict the synergy score measuring deviation from expected non-interaction effect. (1) Drug 1: C1=NC2=C(N=C(N=C2N1C3C(C(C(O3)CO)O)F)Cl)N. Drug 2: CC1=C(C(=O)C2=C(C1=O)N3CC4C(C3(C2COC(=O)N)OC)N4)N. Cell line: HCC-2998. Synergy scores: CSS=40.2, Synergy_ZIP=-1.73, Synergy_Bliss=-1.98, Synergy_Loewe=2.37, Synergy_HSA=3.77. (2) Drug 1: CC1OCC2C(O1)C(C(C(O2)OC3C4COC(=O)C4C(C5=CC6=C(C=C35)OCO6)C7=CC(=C(C(=C7)OC)O)OC)O)O. Drug 2: CC12CCC3C(C1CCC2O)C(CC4=C3C=CC(=C4)O)CCCCCCCCCS(=O)CCCC(C(F)(F)F)(F)F. Cell line: SNB-19. Synergy scores: CSS=18.8, Synergy_ZIP=-6.19, Synergy_Bliss=-6.40, Synergy_Loewe=-9.17, Synergy_HSA=-3.85.